Dataset: Reaction yield outcomes from USPTO patents with 853,638 reactions. Task: Predict the reaction yield, written as a fraction of the theoretical maximum amount of product (1.0 means a 100% yield; for example, 0.34 means a 34% yield). (1) The reactants are [CH3:1][S:2](Cl)(=[O:4])=[O:3].[F:6][C:7]1[CH:8]=[C:9]([C@H:14]2[CH2:19][C@@H:18]([OH:20])[CH2:17][CH2:16][N:15]2[C:21]([O:23][C:24]([CH3:27])([CH3:26])[CH3:25])=[O:22])[CH:10]=[CH:11][C:12]=1[F:13].C(OC(OC(C)(C)C)=O)(OC(C)(C)C)=O.C(N(CC)CC)C. The catalyst is O1CCCC1. The product is [F:6][C:7]1[CH:8]=[C:9]([C@H:14]2[CH2:19][C@@H:18]([O:20][S:2]([CH3:1])(=[O:4])=[O:3])[CH2:17][CH2:16][N:15]2[C:21]([O:23][C:24]([CH3:27])([CH3:26])[CH3:25])=[O:22])[CH:10]=[CH:11][C:12]=1[F:13]. The yield is 0.880. (2) The reactants are Cl.Cl.[NH2:3][C:4]([CH:15]1[CH2:20][CH2:19][NH:18][CH2:17][CH2:16]1)([CH2:8][CH2:9][CH2:10][CH2:11][B:12]([OH:14])[OH:13])[C:5]([OH:7])=[O:6].C(N(CC)CC)C.[Cl:28][C:29]1[CH:37]=[CH:36][C:32]([C:33](Cl)=[O:34])=[CH:31][CH:30]=1. The yield is 0.470. The product is [ClH:28].[NH2:3][C:4]([CH:15]1[CH2:16][CH2:17][N:18]([C:33](=[O:34])[C:32]2[CH:36]=[CH:37][C:29]([Cl:28])=[CH:30][CH:31]=2)[CH2:19][CH2:20]1)([CH2:8][CH2:9][CH2:10][CH2:11][B:12]([OH:14])[OH:13])[C:5]([OH:7])=[O:6]. The catalyst is CN(C=O)C.O. (3) The reactants are [C:1]1([C@@H:7]([NH:9][C:10]2[N:15]=[C:14]([N:16]3[C:20]4[CH:21]=[CH:22][C:23]([NH2:25])=[CH:24][C:19]=4[N:18]=[CH:17]3)[CH:13]=[N:12][CH:11]=2)[CH3:8])[CH:6]=[CH:5][CH:4]=[CH:3][CH:2]=1.[C:26](O)(=[O:31])[C:27]([CH3:30])([CH3:29])[CH3:28]. No catalyst specified. The product is [C:1]1([C@@H:7]([NH:9][C:10]2[N:15]=[C:14]([N:16]3[C:20]4[CH:21]=[CH:22][C:23]([NH:25][C:26](=[O:31])[C:27]([CH3:30])([CH3:29])[CH3:28])=[CH:24][C:19]=4[N:18]=[CH:17]3)[CH:13]=[N:12][CH:11]=2)[CH3:8])[CH:6]=[CH:5][CH:4]=[CH:3][CH:2]=1. The yield is 0.290. (4) The reactants are C[O:2][C:3](=O)[CH2:4][C:5]1[N:6]=[C:7]([C:13]2[CH:18]=[CH:17][C:16]([C:19]([F:22])([F:21])[F:20])=[CH:15][CH:14]=2)[S:8][C:9]=1[CH2:10][CH2:11][CH3:12].[H-].[Al+3].[Li+].[H-].[H-].[H-]. The catalyst is O1CCCC1. The product is [CH2:10]([C:9]1[S:8][C:7]([C:13]2[CH:14]=[CH:15][C:16]([C:19]([F:20])([F:22])[F:21])=[CH:17][CH:18]=2)=[N:6][C:5]=1[CH2:4][CH2:3][OH:2])[CH2:11][CH3:12]. The yield is 0.750. (5) The reactants are [OH:1][C:2]([CH3:18])([CH3:17])[CH2:3][CH2:4][O:5][C:6]1[CH:13]=[CH:12][CH:11]=[C:10]([N+:14]([O-:16])=[O:15])[C:7]=1[C:8]#[N:9].C(N(CC)CC)C.[C:26](Cl)(=[O:28])[CH3:27]. The catalyst is CN(C1C=CN=CC=1)C.ClCCl.CCOC(C)=O. The product is [C:26]([O:1][C:2]([CH3:18])([CH2:3][CH2:4][O:5][C:6]1[CH:13]=[CH:12][CH:11]=[C:10]([N+:14]([O-:16])=[O:15])[C:7]=1[C:8]#[N:9])[CH3:17])(=[O:28])[CH3:27]. The yield is 0.470. (6) The product is [N:1]1([CH2:7][CH2:8][O:9][C:10]2[CH:11]=[CH:12][C:13]([NH:16][CH:18]=[C:19]3[C:27]4[C:22](=[CH:23][CH:24]=[CH:25][CH:26]=4)[NH:21][C:20]3=[O:28])=[CH:14][CH:15]=2)[CH2:2][CH2:3][CH2:4][CH2:5][CH2:6]1. The yield is 0.800. No catalyst specified. The reactants are [N:1]1([CH2:7][CH2:8][O:9][C:10]2[CH:15]=[CH:14][C:13]([NH2:16])=[CH:12][CH:11]=2)[CH2:6][CH2:5][CH2:4][CH2:3][CH2:2]1.O[CH:18]=[C:19]1[C:27]2[C:22](=[CH:23][CH:24]=[CH:25][CH:26]=2)[NH:21][C:20]1=[O:28]. (7) The reactants are [OH:1][C:2]1[CH:3]=[C:4]2[C:8](=[CH:9][CH:10]=1)[N:7]([CH3:11])[N:6]=[C:5]2[C:12]1[N:17]=[C:16]2[C:18]([C:40]([O:42][CH3:43])=[O:41])=[CH:19][N:20]([C:21]([C:34]3[CH:39]=[CH:38][CH:37]=[CH:36][CH:35]=3)([C:28]3[CH:33]=[CH:32][CH:31]=[CH:30][CH:29]=3)[C:22]3[CH:27]=[CH:26][CH:25]=[CH:24][CH:23]=3)[C:15]2=[N:14][CH:13]=1.C([O-])([O-])=O.[K+].[K+].Cl[CH2:51][CH2:52][CH2:53][C:54]([CH3:59])([N+:56]([O-:58])=[O:57])[CH3:55].O. The catalyst is CN(C=O)C. The product is [CH3:11][N:7]1[C:8]2[C:4](=[CH:3][C:2]([O:1][CH2:51][CH2:52][CH2:53][C:54]([CH3:59])([N+:56]([O-:58])=[O:57])[CH3:55])=[CH:10][CH:9]=2)[C:5]([C:12]2[N:17]=[C:16]3[C:18]([C:40]([O:42][CH3:43])=[O:41])=[CH:19][N:20]([C:21]([C:22]4[CH:27]=[CH:26][CH:25]=[CH:24][CH:23]=4)([C:28]4[CH:33]=[CH:32][CH:31]=[CH:30][CH:29]=4)[C:34]4[CH:35]=[CH:36][CH:37]=[CH:38][CH:39]=4)[C:15]3=[N:14][CH:13]=2)=[N:6]1. The yield is 0.667. (8) The reactants are ClC[C:3]1[CH:25]=[CH:24][C:6]([CH2:7][N:8]2[C:17]3[C:12](=[C:13]([CH:18]4[O:22][CH2:21][CH2:20][O:19]4)[CH:14]=[CH:15][CH:16]=3)[CH2:11][CH2:10][C:9]2=[O:23])=[CH:5][CH:4]=1.[C:26]1([SH:32])[CH:31]=[CH:30][CH:29]=[CH:28][CH:27]=1. The catalyst is C1COCC1. The product is [O:19]1[CH2:20][CH2:21][O:22][CH:18]1[C:13]1[CH:14]=[CH:15][CH:16]=[C:17]2[C:12]=1[CH2:11][CH2:10][C:9](=[O:23])[N:8]2[CH2:7][C:6]1[CH:24]=[CH:25][C:3]([S:32][C:26]2[CH:31]=[CH:30][CH:29]=[CH:28][CH:27]=2)=[CH:4][CH:5]=1. The yield is 0.940. (9) The reactants are C(OC([NH:8][C:9]1[S:13][C:12]([CH:14]2[CH2:18][CH2:17][CH2:16][CH2:15]2)=[N:11][C:10]=1[C:19]([OH:21])=O)=O)(C)(C)C.[NH2:22][C:23]1[CH:24]=[N:25][CH:26]=[CH:27][C:28]=1[N:29]1[CH2:34][CH2:33][CH2:32][C@H:31]([NH:35]C(=O)OC(C)(C)C)[CH2:30]1. No catalyst specified. The product is [NH2:8][C:9]1[S:13][C:12]([CH:14]2[CH2:15][CH2:16][CH2:17][CH2:18]2)=[N:11][C:10]=1[C:19]([NH:22][C:23]1[CH:24]=[N:25][CH:26]=[CH:27][C:28]=1[N:29]1[CH2:34][CH2:33][CH2:32][C@H:31]([NH2:35])[CH2:30]1)=[O:21]. The yield is 0.480. (10) The reactants are [CH:1]([C:3]1[CH:4]=[C:5]([CH:9]=[CH:10][CH:11]=1)[C:6]([OH:8])=O)=[O:2].C(N(CC)CC)C.ON1C2C=CC=CC=2N=N1.Cl.C(N=C=NCCCN(C)C)C.Cl.[CH:42]1([C:45]([N:47]2[CH2:52][CH2:51][NH:50][CH2:49][CH2:48]2)=[O:46])[CH2:44][CH2:43]1. The catalyst is ClCCl. The product is [CH:42]1([C:45]([N:47]2[CH2:52][CH2:51][N:50]([C:6]([C:5]3[CH:4]=[C:3]([CH:11]=[CH:10][CH:9]=3)[CH:1]=[O:2])=[O:8])[CH2:49][CH2:48]2)=[O:46])[CH2:43][CH2:44]1. The yield is 0.940.